Dataset: Forward reaction prediction with 1.9M reactions from USPTO patents (1976-2016). Task: Predict the product of the given reaction. (1) The product is: [CH:23]1([NH:29][CH2:15][C:8]2[CH:7]=[N:6][C:5]3[C:10](=[CH:11][C:12]([O:13][CH3:14])=[C:3]([O:2][CH3:1])[CH:4]=3)[N:9]=2)[CH2:28][CH2:27][CH2:26][CH2:25][CH2:24]1. Given the reactants [CH3:1][O:2][C:3]1[CH:4]=[C:5]2[C:10](=[CH:11][C:12]=1[O:13][CH3:14])[N:9]=[C:8]([CH:15]=O)[CH:7]=[N:6]2.CO.ClCCCl.[CH:23]1([NH2:29])[CH2:28][CH2:27][CH2:26][CH2:25][CH2:24]1.[BH4-].[Na+], predict the reaction product. (2) The product is: [F:21][C:22]1[CH:30]=[C:29]2[C:25]([C:26]([C:40]3[CH:41]=[CH:42][C:43]4[O:47][C:46]([CH3:48])=[N:45][C:44]=4[CH:49]=3)=[CH:27][NH:28]2)=[CH:24][CH:23]=1. Given the reactants FC1C=C2C(C(I)=CN2S(C2C=CC=CC=2)(=O)=O)=CC=1.[F:21][C:22]1[CH:30]=[C:29]2[C:25]([C:26]([C:40]3[CH:41]=[CH:42][C:43]4[O:47][C:46]([CH3:48])=[N:45][C:44]=4[CH:49]=3)=[CH:27][N:28]2S(C2C=CC=CC=2)(=O)=O)=[CH:24][CH:23]=1, predict the reaction product. (3) Given the reactants Cl[C:2]1[C:3]2[CH:20]=[CH:19][N:18]([CH2:21][CH2:22][S:23]([CH3:26])(=[O:25])=[O:24])[C:4]=2[N:5]=[C:6]([S:8]([C:11]2[CH:16]=[CH:15][C:14]([F:17])=[CH:13][CH:12]=2)(=[O:10])=[O:9])[N:7]=1.[CH3:27][C:28]1[NH:32][N:31]=[C:30]([NH2:33])[CH:29]=1.[I-].[Na+].CCN(C(C)C)C(C)C, predict the reaction product. The product is: [F:17][C:14]1[CH:15]=[CH:16][C:11]([S:8]([C:6]2[N:7]=[C:2]([NH:33][C:30]3[CH:29]=[C:28]([CH3:27])[NH:32][N:31]=3)[C:3]3[CH:20]=[CH:19][N:18]([CH2:21][CH2:22][S:23]([CH3:26])(=[O:25])=[O:24])[C:4]=3[N:5]=2)(=[O:10])=[O:9])=[CH:12][CH:13]=1. (4) Given the reactants [CH2:1]([NH2:3])[CH3:2].[CH:4]1([C@@H:10]([NH:12][C:13]([C:15]2[C:24]3[C:19](=[CH:20][CH:21]=[CH:22][CH:23]=3)[N:18]=[C:17]([C:25]3[CH:30]=[CH:29][CH:28]=[CH:27][CH:26]=3)[C:16]=2[CH2:31][N:32]2[CH2:37][CH2:36][N:35]([C:38](=[O:41])[CH:39]=[CH2:40])[CH2:34][CH2:33]2)=[O:14])[CH3:11])[CH2:9][CH2:8][CH2:7][CH2:6][CH2:5]1, predict the reaction product. The product is: [CH:4]1([C@@H:10]([NH:12][C:13]([C:15]2[C:24]3[C:19](=[CH:20][CH:21]=[CH:22][CH:23]=3)[N:18]=[C:17]([C:25]3[CH:26]=[CH:27][CH:28]=[CH:29][CH:30]=3)[C:16]=2[CH2:31][N:32]2[CH2:37][CH2:36][N:35]([C:38](=[O:41])[CH2:39][CH2:40][NH:3][CH2:1][CH3:2])[CH2:34][CH2:33]2)=[O:14])[CH3:11])[CH2:9][CH2:8][CH2:7][CH2:6][CH2:5]1.